This data is from HIV replication inhibition screening data with 41,000+ compounds from the AIDS Antiviral Screen. The task is: Binary Classification. Given a drug SMILES string, predict its activity (active/inactive) in a high-throughput screening assay against a specified biological target. (1) The drug is N=c1[nH]cc(C=CCNC(=O)c2ccc[nH]2)[nH]1. The result is 0 (inactive). (2) The molecule is CC(C)Oc1cc2c(c3oc(=O)cc(-c4ccccc4)c13)C(=O)C(C)C(C)O2. The result is 0 (inactive).